From a dataset of Full USPTO retrosynthesis dataset with 1.9M reactions from patents (1976-2016). Predict the reactants needed to synthesize the given product. (1) Given the product [C:29]([O:33][C:34](=[O:35])[NH:36][C@H:37]([C:38](=[O:39])[NH:3][C@@H:4]1[C:10](=[O:11])[N:9]([CH2:12][C:13]2[C:22]3[C:17](=[CH:18][CH:19]=[CH:20][CH:21]=3)[N:16]=[CH:15][C:14]=2[O:23][CH3:24])[C:8]2[CH:25]=[CH:26][CH:27]=[CH:28][C:7]=2[CH2:6][CH2:5]1)[CH2:41][CH3:42])([CH3:30])([CH3:31])[CH3:32], predict the reactants needed to synthesize it. The reactants are: Cl.Cl.[NH2:3][C@@H:4]1[C:10](=[O:11])[N:9]([CH2:12][C:13]2[C:22]3[C:17](=[CH:18][CH:19]=[CH:20][CH:21]=3)[N:16]=[CH:15][C:14]=2[O:23][CH3:24])[C:8]2[CH:25]=[CH:26][CH:27]=[CH:28][C:7]=2[CH2:6][CH2:5]1.[C:29]([O:33][C:34]([NH:36][C@@H:37]([CH2:41][CH3:42])[C:38](O)=[O:39])=[O:35])([CH3:32])([CH3:31])[CH3:30].C1C=CC2N(O)N=NC=2C=1.O.CN(C(ON1N=NC2C=CC=CC1=2)=[N+](C)C)C.F[P-](F)(F)(F)(F)F. (2) Given the product [OH:8][C:9]1[CH2:13][N:12]([C:14]2[CH:23]=[C:22]3[C:17]([CH:18]=[C:19]([C:25]4[CH:30]=[CH:29][CH:28]=[CH:27][C:26]=4[C:31]([F:34])([F:32])[F:33])[NH:20][C:21]3=[O:24])=[CH:16][CH:15]=2)[C:11](=[O:35])[CH:10]=1, predict the reactants needed to synthesize it. The reactants are: C([O:8][C:9]1[CH2:13][N:12]([C:14]2[CH:23]=[C:22]3[C:17]([CH:18]=[C:19]([C:25]4[CH:30]=[CH:29][CH:28]=[CH:27][C:26]=4[C:31]([F:34])([F:33])[F:32])[NH:20][C:21]3=[O:24])=[CH:16][CH:15]=2)[C:11](=[O:35])[CH:10]=1)C1C=CC=CC=1.[H][H].